From a dataset of Full USPTO retrosynthesis dataset with 1.9M reactions from patents (1976-2016). Predict the reactants needed to synthesize the given product. (1) Given the product [Cl:1][C:2]1[CH:3]=[C:4]([NH:16][C:17]2[C:26]3[C:21](=[CH:22][CH:23]=[CH:24][C:25]=3[O:27][CH2:29][C:30](=[O:31])[N:32]3[CH2:37][CH2:36][NH:35][CH2:34][CH2:33]3)[N:20]=[CH:19][N:18]=2)[CH:5]=[CH:6][C:7]=1[O:8][CH2:9][C:10]1[CH:15]=[CH:14][CH:13]=[CH:12][N:11]=1, predict the reactants needed to synthesize it. The reactants are: [Cl:1][C:2]1[CH:3]=[C:4]([NH:16][C:17]2[C:26]3[C:25]([OH:27])=[CH:24][CH:23]=[CH:22][C:21]=3[N:20]=[CH:19][N:18]=2)[CH:5]=[CH:6][C:7]=1[O:8][CH2:9][C:10]1[CH:15]=[CH:14][CH:13]=[CH:12][N:11]=1.Cl[CH2:29][C:30]([N:32]1[CH2:37][CH2:36][N:35](C(OC(C)(C)C)=O)[CH2:34][CH2:33]1)=[O:31]. (2) Given the product [F:20][C:21]1[CH:26]=[CH:25][C:24]([C:2]2[CH:3]=[N:4][CH:5]=[C:6]3[C:11]=2[N:10]=[C:9]([C:12]([NH:14][CH2:15][C:16]([F:19])([F:18])[F:17])=[O:13])[CH:8]=[CH:7]3)=[CH:23][CH:22]=1, predict the reactants needed to synthesize it. The reactants are: Br[C:2]1[CH:3]=[N:4][CH:5]=[C:6]2[C:11]=1[N:10]=[C:9]([C:12]([NH:14][CH2:15][C:16]([F:19])([F:18])[F:17])=[O:13])[CH:8]=[CH:7]2.[F:20][C:21]1[CH:26]=[CH:25][C:24](B(O)O)=[CH:23][CH:22]=1.C(=O)([O-])[O-].[Cs+].[Cs+]. (3) The reactants are: C(OCCC[C:2]1[CH:7]=[CH:6][C:5](Br)=[CH:4][CH:3]=1)[C:2]1[CH:7]=[CH:6][CH:5]=[CH:4][CH:3]=1.[Mg].II.COCO[C:26]1[CH:33]=[CH:32][CH:31]=[CH:30][C:27]=1[CH:28]=[O:29].[Cl-].[NH4+]. Given the product [C:27]1([CH:28]([C:2]2[CH:7]=[CH:6][CH:5]=[CH:4][CH:3]=2)[OH:29])[CH:30]=[CH:31][CH:32]=[CH:33][CH:26]=1, predict the reactants needed to synthesize it. (4) Given the product [OH:23][CH2:24][C@@H:25]1[O:29][C:28](=[O:30])[N:27]([C:2]2[CH:11]=[C:10]3[C:5]([CH:6]=[C:7]([C:13]4[CH:18]=[CH:17][CH:16]=[CH:15][C:14]=4[S:19]([CH3:22])(=[O:21])=[O:20])[NH:8][C:9]3=[O:12])=[CH:4][CH:3]=2)[CH2:26]1, predict the reactants needed to synthesize it. The reactants are: Br[C:2]1[CH:11]=[C:10]2[C:5]([CH:6]=[C:7]([C:13]3[CH:18]=[CH:17][CH:16]=[CH:15][C:14]=3[S:19]([CH3:22])(=[O:21])=[O:20])[NH:8][C:9]2=[O:12])=[CH:4][CH:3]=1.[OH:23][CH2:24][C@@H:25]1[O:29][C:28](=[O:30])[NH:27][CH2:26]1.C(=O)([O-])[O-].[K+].[K+].CNCCNC.[Cl-].[NH4+]. (5) Given the product [CH:35]1([NH:38][C:1]([CH:4]([CH3:26])[CH2:5][CH2:6][N:7]2[C:11]3[CH:12]=[CH:13][CH:14]=[C:15]([CH3:16])[C:10]=3[N:9]=[C:8]2[CH2:17][O:18][C:19]2[CH:20]=[CH:21][C:22]([Cl:25])=[CH:23][CH:24]=2)=[O:2])[C:36]2[C:31](=[CH:30][CH:29]=[CH:28][CH:27]=2)[CH2:32][CH2:33][CH2:34]1, predict the reactants needed to synthesize it. The reactants are: [C:1]([CH:4]([CH3:26])[CH2:5][CH2:6][N:7]1[C:11]2[CH:12]=[CH:13][CH:14]=[C:15]([CH3:16])[C:10]=2[N:9]=[C:8]1[CH2:17][O:18][C:19]1[CH:24]=[CH:23][C:22]([Cl:25])=[CH:21][CH:20]=1)(O)=[O:2].[CH2:27]1[C:36]2[C:31](=[CH:32][CH:33]=[CH:34][CH:35]=2)[CH2:30][CH2:29][CH2:28]1.O[N:38]1C2C=CC=CC=2N=N1.C1(N=C=NC2CCCCC2)CCCCC1. (6) Given the product [C:27]([O:1][CH2:2][CH2:3][N:4]([C:5]([C:7]1([CH2:19][CH2:20][CH:21]([CH3:22])[CH3:23])[C:16]2[C:11](=[CH:12][CH:13]=[CH:14][CH:15]=2)[CH2:10][CH:9]=[C:8]1[O:17][CH3:18])=[O:6])[CH3:24])(=[O:26])[CH3:36], predict the reactants needed to synthesize it. The reactants are: [OH:1][CH2:2][CH2:3][N:4]([CH3:24])[C:5]([C:7]1([CH2:19][CH2:20][CH:21]([CH3:23])[CH3:22])[C:16]2[C:11](=[CH:12][CH:13]=[CH:14][CH:15]=2)[CH2:10][CH:9]=[C:8]1[O:17][CH3:18])=[O:6].C[O:26][C:27]1[C@](C(N2CCC[C@@H]2CO)=O)(CCC(C)C)C2C(C[CH:36]=1)=CC=CC=2. (7) Given the product [Cl:18][C:13]1[CH:12]=[C:11]([C@H:10]([NH:19][C:20]([N:22]2[CH2:31][CH2:30][C:29]3[CH:28]=[N:27][C:26]([NH:32][CH:33]([CH3:38])[C:34]([F:36])([F:37])[F:35])=[N:25][C:24]=3[CH2:23]2)=[O:21])[CH2:9][OH:8])[CH:16]=[CH:15][C:14]=1[Cl:17], predict the reactants needed to synthesize it. The reactants are: [Si]([O:8][CH2:9][C@@H:10]([NH:19][C:20]([N:22]1[CH2:31][CH2:30][C:29]2[CH:28]=[N:27][C:26]([NH:32][CH:33]([CH3:38])[C:34]([F:37])([F:36])[F:35])=[N:25][C:24]=2[CH2:23]1)=[O:21])[C:11]1[CH:16]=[CH:15][C:14]([Cl:17])=[C:13]([Cl:18])[CH:12]=1)(C(C)(C)C)(C)C.Cl.CC(O)C. (8) The reactants are: [C:1](Cl)(=[O:3])C.[CH2:5]([N:12]1[C:18](=[O:19])[C:17]2[C:20]([Br:32])=[C:21]([CH:24]([O:27][Si](C)(C)C)[C:25]#N)[CH:22]=[CH:23][C:16]=2[O:15][CH2:14][CH2:13]1)[C:6]1[CH:11]=[CH:10][CH:9]=[CH:8][CH:7]=1.C[OH:34]. Given the product [CH2:5]([N:12]1[C:18](=[O:19])[C:17]2[C:20]([Br:32])=[C:21]([CH:24]([OH:27])[C:25]([O:3][CH3:1])=[O:34])[CH:22]=[CH:23][C:16]=2[O:15][CH2:14][CH2:13]1)[C:6]1[CH:11]=[CH:10][CH:9]=[CH:8][CH:7]=1, predict the reactants needed to synthesize it. (9) Given the product [Cl:1][C:2]1[CH:3]=[C:4]2[C:9](=[CH:10][C:11]=1[F:12])[C:8]([O:13][S:14]([C:17]([F:20])([F:19])[F:18])(=[O:16])=[O:15])=[C:7]([C:21](=[O:27])[C:22]([O:24][CH2:25][CH3:26])=[O:23])[C:6]([CH3:28])=[CH:5]2, predict the reactants needed to synthesize it. The reactants are: [Cl:1][C:2]1[CH:3]=[C:4]2[C:9](=[CH:10][C:11]=1[F:12])[C:8]([O:13][S:14]([C:17]([F:20])([F:19])[F:18])(=[O:16])=[O:15])=[C:7]([CH:21]([OH:27])[C:22]([O:24][CH2:25][CH3:26])=[O:23])[C:6]([CH3:28])=[CH:5]2.CC(OI1(OC(C)=O)(OC(C)=O)OC(=O)C2C=CC=CC1=2)=O. (10) Given the product [NH2:11][C:12]([CH3:16])([CH3:17])[C:13]([NH:40][CH2:41][CH2:42][OH:43])=[O:15], predict the reactants needed to synthesize it. The reactants are: C(OC([NH:11][C:12]([CH3:17])([CH3:16])[C:13]([OH:15])=O)=O)C1C=CC=CC=1.Cl.C(N=C=NCCCN(C)C)C.ON1C2C=CC=CC=2N=N1.[NH2:40][CH2:41][CH2:42][OH:43].